From a dataset of Catalyst prediction with 721,799 reactions and 888 catalyst types from USPTO. Predict which catalyst facilitates the given reaction. (1) Reactant: Br[C:2]1[N:6]([S:7]([C:10]2[CH:11]=[N:12][CH:13]=[CH:14][CH:15]=2)(=[O:9])=[O:8])[CH:5]=[C:4]([CH2:16][N:17]([CH3:25])[C:18](=[O:24])[O:19][C:20]([CH3:23])([CH3:22])[CH3:21])[CH:3]=1.[F:26][CH:27]([F:44])[O:28][C:29]1[CH:34]=[CH:33][C:32](B2OC(C)(C)C(C)(C)O2)=[CH:31][CH:30]=1.C(=O)([O-])[O-].[Na+].[Na+]. Product: [C:20]([O:19][C:18](=[O:24])[N:17]([CH2:16][C:4]1[CH:3]=[C:2]([C:32]2[CH:33]=[CH:34][C:29]([O:28][CH:27]([F:44])[F:26])=[CH:30][CH:31]=2)[N:6]([S:7]([C:10]2[CH:11]=[N:12][CH:13]=[CH:14][CH:15]=2)(=[O:9])=[O:8])[CH:5]=1)[CH3:25])([CH3:23])([CH3:22])[CH3:21]. The catalyst class is: 437. (2) Reactant: [BH4-].[Na+].[C:3]([C:6]1[CH:11]=[CH:10][N:9]=[CH:8][C:7]=1[NH:12][C:13](=[O:31])[C:14]1[CH:19]=[CH:18][N:17]=[C:16]([NH:20][C:21]2[CH:26]=[CH:25][C:24]([C:27]([F:30])([F:29])[F:28])=[CH:23][N:22]=2)[CH:15]=1)(=[O:5])[CH3:4]. Product: [OH:5][CH:3]([C:6]1[CH:11]=[CH:10][N:9]=[CH:8][C:7]=1[NH:12][C:13](=[O:31])[C:14]1[CH:19]=[CH:18][N:17]=[C:16]([NH:20][C:21]2[CH:26]=[CH:25][C:24]([C:27]([F:30])([F:29])[F:28])=[CH:23][N:22]=2)[CH:15]=1)[CH3:4]. The catalyst class is: 5. (3) Reactant: [NH2:1][CH2:2][CH2:3][O:4][CH2:5][CH2:6][O:7][C:8]1[CH:13]=[CH:12][C:11]([NH:14][C:15]2[N:20]=[C:19]([C:21]3[CH:22]=[CH:23][C:24]([O:29][CH:30]4[CH2:35][CH2:34][O:33][CH2:32][CH2:31]4)=[C:25]([CH:28]=3)[C:26]#[N:27])[CH:18]=[CH:17][N:16]=2)=[CH:10][C:9]=1[O:36][CH3:37].CCN(CC)CC.[CH3:45][S:46](Cl)(=[O:48])=[O:47]. The catalyst class is: 1. Product: [C:26]([C:25]1[CH:28]=[C:21]([C:19]2[CH:18]=[CH:17][N:16]=[C:15]([NH:14][C:11]3[CH:12]=[CH:13][C:8]([O:7][CH2:6][CH2:5][O:4][CH2:3][CH2:2][NH:1][S:46]([CH3:45])(=[O:48])=[O:47])=[C:9]([O:36][CH3:37])[CH:10]=3)[N:20]=2)[CH:22]=[CH:23][C:24]=1[O:29][CH:30]1[CH2:31][CH2:32][O:33][CH2:34][CH2:35]1)#[N:27]. (4) Reactant: [CH:1]1[C:13]2[CH:12]([CH2:14][O:15][C:16]([N:18]3[CH2:23][C@@H:22]([C:24](=[O:44])[N:25]([CH:41]4[CH2:43][CH2:42]4)[CH2:26][C:27]4[C:35]5[C:30](=[CH:31][CH:32]=[CH:33][CH:34]=5)[N:29]([CH2:36][CH2:37][CH2:38][O:39][CH3:40])[CH:28]=4)[CH2:21][C@@H:20]([NH:45]C(OC(C)(C)C)=O)[CH2:19]3)=[O:17])[C:11]3[C:6](=[CH:7][CH:8]=[CH:9][CH:10]=3)[C:5]=2[CH:4]=[CH:3][CH:2]=1.C1(NCC2C3C(=CC=CC=3)N(CCCOC)C=2)CC1.N1C(C)=CC=CC=1C.FC(F)(F)S(O[Si](C)(C)C)(=O)=O. Product: [CH:10]1[C:11]2[CH:12]([CH2:14][O:15][C:16]([N:18]3[CH2:23][C@@H:22]([C:24](=[O:44])[N:25]([CH:41]4[CH2:43][CH2:42]4)[CH2:26][C:27]4[C:35]5[C:30](=[CH:31][CH:32]=[CH:33][CH:34]=5)[N:29]([CH2:36][CH2:37][CH2:38][O:39][CH3:40])[CH:28]=4)[CH2:21][C@@H:20]([NH2:45])[CH2:19]3)=[O:17])[C:13]3[C:5](=[CH:4][CH:3]=[CH:2][CH:1]=3)[C:6]=2[CH:7]=[CH:8][CH:9]=1. The catalyst class is: 2. (5) Reactant: N1C=CC=CC=1.C([O:10][C:11](=[O:13])[CH3:12])(=O)C.[CH2:14]([NH:21][C:22]([N:24]1[CH2:29][CH2:28][CH:27]([CH2:30][CH2:31][CH2:32][C:33](=[O:36])[NH:34]O)[CH2:26][CH2:25]1)=[O:23])[C:15]1[CH:20]=[CH:19][CH:18]=[CH:17][CH:16]=1. Product: [CH2:14]([NH:21][C:22]([N:24]1[CH2:25][CH2:26][CH:27]([CH2:30][CH2:31][CH2:32][C:33](=[O:36])[NH:34][O:10][C:11](=[O:13])[CH3:12])[CH2:28][CH2:29]1)=[O:23])[C:15]1[CH:20]=[CH:19][CH:18]=[CH:17][CH:16]=1. The catalyst class is: 2.